The task is: Predict the product of the given reaction.. This data is from Forward reaction prediction with 1.9M reactions from USPTO patents (1976-2016). (1) Given the reactants [CH3:1][C:2]1[C:10]2[C:6](=[CH:7][N:8]([CH2:11][O:12][CH2:13][CH2:14][Si:15]([CH3:18])([CH3:17])[CH3:16])[N:9]=2)[CH:5]=[C:4]([CH2:19]O)[CH:3]=1.C(Br)(Br)(Br)[Br:22].C1(P(C2C=CC=CC=2)C2C=CC=CC=2)C=CC=CC=1, predict the reaction product. The product is: [Br:22][CH2:19][C:4]1[CH:3]=[C:2]([CH3:1])[C:10]2[C:6](=[CH:7][N:8]([CH2:11][O:12][CH2:13][CH2:14][Si:15]([CH3:18])([CH3:17])[CH3:16])[N:9]=2)[CH:5]=1. (2) Given the reactants [CH2:1]([O:3][C:4]1[CH:5]=[C:6]([CH:10]=[CH:11][C:12]=1[O:13][CH3:14])[C:7]([NH2:9])=O)[CH3:2].P(Cl)(Cl)(Cl)=O, predict the reaction product. The product is: [CH2:1]([O:3][C:4]1[CH:5]=[C:6]([CH:10]=[CH:11][C:12]=1[O:13][CH3:14])[C:7]#[N:9])[CH3:2]. (3) The product is: [C:1]([O:5][C:6]([N:8]1[CH2:13][CH2:12][N:11]([C:14]2[C:18]([O:27][CH2:26][C:23]3[CH:24]=[CH:25][N:20]=[CH:21][CH:22]=3)=[N:17][S:16][N:15]=2)[CH2:10][CH2:9]1)=[O:7])([CH3:4])([CH3:3])[CH3:2]. Given the reactants [C:1]([O:5][C:6]([N:8]1[CH2:13][CH2:12][N:11]([C:14]2[C:18](Cl)=[N:17][S:16][N:15]=2)[CH2:10][CH2:9]1)=[O:7])([CH3:4])([CH3:3])[CH3:2].[N:20]1[CH:25]=[CH:24][C:23]([CH2:26][OH:27])=[CH:22][CH:21]=1.C(C(CCC)[O-])(C)(C)C.[K+].C(O)(C)(C)C, predict the reaction product. (4) Given the reactants [NH2:1][C:2]1[C:10]2[C:5](=[N:6][C:7]([CH:31]([CH3:33])[CH3:32])=[CH:8][C:9]=2[C:11]2[CH:16]=[CH:15][C:14]([NH:17][C:18]([NH:20][C:21]3[CH:26]=[CH:25][CH:24]=[C:23]([C:27]([F:30])([F:29])[F:28])[CH:22]=3)=[O:19])=[CH:13][CH:12]=2)[NH:4][N:3]=1.[H-].[Na+].Cl.Cl[CH2:38][CH2:39][N:40]1[CH2:45][CH2:44][O:43][CH2:42][CH2:41]1.C(N(CC)CC)C, predict the reaction product. The product is: [NH2:1][C:2]1[C:10]2[C:5](=[N:6][C:7]([CH:31]([CH3:33])[CH3:32])=[CH:8][C:9]=2[C:11]2[CH:12]=[CH:13][C:14]([NH:17][C:18]([NH:20][C:21]3[CH:26]=[CH:25][CH:24]=[C:23]([C:27]([F:30])([F:28])[F:29])[CH:22]=3)=[O:19])=[CH:15][CH:16]=2)[N:4]([CH2:38][CH2:39][N:40]2[CH2:45][CH2:44][O:43][CH2:42][CH2:41]2)[N:3]=1. (5) Given the reactants Br[C:2]1[CH:7]=[CH:6][C:5]([C:8]2[CH:13]=[CH:12][C:11]([Br:14])=[CH:10][CH:9]=2)=[CH:4][CH:3]=1.[Li][CH2:16][CH2:17]CC.ICC.O, predict the reaction product. The product is: [Br:14][C:11]1[CH:12]=[CH:13][C:8]([C:5]2[CH:6]=[CH:7][C:2]([CH2:16][CH3:17])=[CH:3][CH:4]=2)=[CH:9][CH:10]=1. (6) Given the reactants [N:1]1([C:6]2[CH:11]=[CH:10][C:9]([C:12](=[O:14])[CH3:13])=[CH:8][CH:7]=2)[CH:5]=[N:4][CH:3]=[N:2]1.FC(F)(F)S(O[Si:21]([CH3:24])([CH3:23])[CH3:22])(=O)=O, predict the reaction product. The product is: [CH3:22][Si:21]([CH3:24])([CH3:23])[O:14][C:12]([C:9]1[CH:8]=[CH:7][C:6]([N:1]2[CH:5]=[N:4][CH:3]=[N:2]2)=[CH:11][CH:10]=1)=[CH2:13]. (7) Given the reactants [Cl:1][C:2]1[C:11]2[C:6](=[C:7]([CH3:12])[CH:8]=[CH:9][CH:10]=2)[C:5]([C:13]([OH:15])=O)=[CH:4][N:3]=1.[O:16]1[CH2:21][CH2:20][CH:19]([CH2:22][NH2:23])[CH2:18][CH2:17]1, predict the reaction product. The product is: [Cl:1][C:2]1[C:11]2[C:6](=[C:7]([CH3:12])[CH:8]=[CH:9][CH:10]=2)[C:5]([C:13]([NH:23][CH2:22][CH:19]2[CH2:20][CH2:21][O:16][CH2:17][CH2:18]2)=[O:15])=[CH:4][N:3]=1. (8) Given the reactants [CH2:1]([C:3]1[N:7]([C:8]2[N:16]=[C:15]3[C:11]([N:12]=[C:13]([CH:18]=O)[N:14]3[CH3:17])=[C:10]([N:20]3[CH2:25][CH2:24][O:23][CH2:22][CH2:21]3)[N:9]=2)[C:6]2[CH:26]=[CH:27][CH:28]=[CH:29][C:5]=2[N:4]=1)[CH3:2].[C:30]([O:34][C:35]([N:37]1[CH2:42][CH2:41][NH:40][CH2:39][C:38]1([CH3:44])[CH3:43])=[O:36])([CH3:33])([CH3:32])[CH3:31].C(O[BH-](OC(=O)C)OC(=O)C)(=O)C.[Na+], predict the reaction product. The product is: [C:30]([O:34][C:35]([N:37]1[CH2:42][CH2:41][N:40]([CH2:18][C:13]2[N:14]([CH3:17])[C:15]3[C:11]([N:12]=2)=[C:10]([N:20]2[CH2:21][CH2:22][O:23][CH2:24][CH2:25]2)[N:9]=[C:8]([N:7]2[C:6]4[CH:26]=[CH:27][CH:28]=[CH:29][C:5]=4[N:4]=[C:3]2[CH2:1][CH3:2])[N:16]=3)[CH2:39][C:38]1([CH3:44])[CH3:43])=[O:36])([CH3:33])([CH3:31])[CH3:32].